Dataset: Reaction yield outcomes from USPTO patents with 853,638 reactions. Task: Predict the reaction yield, written as a fraction of the theoretical maximum amount of product (1.0 means a 100% yield; for example, 0.34 means a 34% yield). (1) The reactants are [CH3:1][O:2][C:3]1[CH:10]=[CH:9][C:6]([CH:7]=O)=[CH:5][C:4]=1[C:11]([F:14])([F:13])[F:12].[C:15]([NH:18][NH2:19])([NH2:17])=[NH:16].[ClH:20]. No catalyst specified. The product is [ClH:20].[CH3:1][O:2][C:3]1[CH:10]=[CH:9][C:6]([CH:7]=[N:19][NH:18][C:15]([NH2:17])=[NH:16])=[CH:5][C:4]=1[C:11]([F:14])([F:13])[F:12]. The yield is 0.550. (2) The reactants are [F:1][C:2]1[CH:10]=[CH:9][C:5]([C:6](O)=[O:7])=[CH:4][CH:3]=1.[CH3:11][O:12][C:13](=[O:24])[C:14]1[CH:19]=[CH:18][C:17]([O:20][CH3:21])=[C:16]([CH3:22])[C:15]=1[NH2:23].O. The catalyst is ClCCl.N1C=CC=CC=1. The product is [CH3:11][O:12][C:13](=[O:24])[C:14]1[CH:19]=[CH:18][C:17]([O:20][CH3:21])=[C:16]([CH3:22])[C:15]=1[NH:23][C:6](=[O:7])[C:5]1[CH:9]=[CH:10][C:2]([F:1])=[CH:3][CH:4]=1. The yield is 0.610. (3) The product is [CH3:1][O:2][C:3]1[CH:4]=[C:5]2[C:10](=[CH:11][C:12]=1[O:13][CH3:14])[N:9]=[CH:8][CH:7]=[C:6]2[O:15][C:16]1[CH:22]=[CH:21][C:19]([NH:20][C:34](=[O:33])[O:35][CH2:24][CH2:23][CH3:29])=[CH:18][CH:17]=1. The reactants are [CH3:1][O:2][C:3]1[CH:4]=[C:5]2[C:10](=[CH:11][C:12]=1[O:13][CH3:14])[N:9]=[CH:8][CH:7]=[C:6]2[O:15][C:16]1[CH:22]=[CH:21][C:19]([NH2:20])=[CH:18][CH:17]=1.[C:23]1([CH3:29])C=CC=C[CH:24]=1.ClC(Cl)([O:33][C:34](=O)[O:35]C(Cl)(Cl)Cl)Cl.C(=O)(O)[O-].[Na+]. The yield is 0.730. The catalyst is C(Cl)Cl.C(O)CC.C(N(CC)CC)C.